From a dataset of Catalyst prediction with 721,799 reactions and 888 catalyst types from USPTO. Predict which catalyst facilitates the given reaction. The catalyst class is: 10. Reactant: F[C:2]1[CH:9]=[CH:8][C:5]([C:6]#[N:7])=[C:4]([C:10]([F:13])([F:12])[F:11])[CH:3]=1.[CH:14]1([CH2:17][NH2:18])[CH2:16][CH2:15]1.C(=O)([O-])[O-].[K+].[K+]. Product: [CH:14]1([CH2:17][NH:18][C:2]2[CH:9]=[CH:8][C:5]([C:6]#[N:7])=[C:4]([C:10]([F:13])([F:12])[F:11])[CH:3]=2)[CH2:16][CH2:15]1.